This data is from Full USPTO retrosynthesis dataset with 1.9M reactions from patents (1976-2016). The task is: Predict the reactants needed to synthesize the given product. (1) Given the product [C:13]([O:17][C:18]([N:20]1[C:25]2[CH:26]=[C:27]([Cl:31])[C:28]([O:30][CH2:8][C:9]([O:11][CH3:12])=[O:10])=[CH:29][C:24]=2[O:23][CH:22]([C:32]([N:34]2[CH2:39][CH2:38][C:37]([C:48]#[N:49])([CH2:40][C:41]3[CH:42]=[CH:43][C:44]([F:47])=[CH:45][CH:46]=3)[CH2:36][CH2:35]2)=[O:33])[CH2:21]1)=[O:19])([CH3:16])([CH3:14])[CH3:15], predict the reactants needed to synthesize it. The reactants are: C([O-])([O-])=O.[K+].[K+].Br[CH2:8][C:9]([O:11][CH3:12])=[O:10].[C:13]([O:17][C:18]([N:20]1[C:25]2[CH:26]=[C:27]([Cl:31])[C:28]([OH:30])=[CH:29][C:24]=2[O:23][CH:22]([C:32]([N:34]2[CH2:39][CH2:38][C:37]([C:48]#[N:49])([CH2:40][C:41]3[CH:46]=[CH:45][C:44]([F:47])=[CH:43][CH:42]=3)[CH2:36][CH2:35]2)=[O:33])[CH2:21]1)=[O:19])([CH3:16])([CH3:15])[CH3:14]. (2) Given the product [NH2:20][C:8]([C:6]1[CH:7]=[C:2]([Br:1])[CH:3]=[CH:4][C:5]=1[F:27])([CH3:19])[C:9]([C:10]1([OH:16])[CH2:11][CH2:12][O:13][CH2:14][CH2:15]1)([F:18])[F:17], predict the reactants needed to synthesize it. The reactants are: [Br:1][C:2]1[CH:3]=[CH:4][C:5]([F:27])=[C:6]([C:8]([NH:20]S(C(C)(C)C)=O)([CH3:19])[C:9]([F:18])([F:17])[C:10]2([OH:16])[CH2:15][CH2:14][O:13][CH2:12][CH2:11]2)[CH:7]=1.Cl. (3) Given the product [CH3:12][C@@H:11]([NH:13][CH2:14][CH2:15][CH2:16][C:17]1[CH:22]=[CH:21][CH:20]=[C:19]([C:23]([F:24])([F:25])[F:26])[CH:18]=1)[C:1]1[CH:2]=[CH:3][CH:4]=[C:5]2[CH:6]=[CH:7][CH:8]=[CH:9][C:10]=12, predict the reactants needed to synthesize it. The reactants are: [C:1]1([C@H:11]([NH:13][CH2:14]/[CH:15]=[CH:16]/[C:17]2[CH:22]=[CH:21][CH:20]=[C:19]([C:23]([F:26])([F:25])[F:24])[CH:18]=2)[CH3:12])[C:10]2[C:5](=[CH:6][CH:7]=[CH:8][CH:9]=2)[CH:4]=[CH:3][CH:2]=1.[H][H].